Dataset: Forward reaction prediction with 1.9M reactions from USPTO patents (1976-2016). Task: Predict the product of the given reaction. Given the reactants [I-].[Na+].[Cl-].[Al+3].[Cl-].[Cl-].[Cl:7][C:8]1[C:9]2[CH:26]=[C:25]([O:27]C)[C:24]([O:29]C)=[CH:23][C:10]=2[S:11][C:12]=1[C:13]([N:15]1[CH2:20][CH:19]([CH3:21])[O:18][CH:17]([CH3:22])[CH2:16]1)=[O:14].Cl.[O-]S([O-])=O.[Na+].[Na+], predict the reaction product. The product is: [Cl:7][C:8]1[C:9]2[CH:26]=[C:25]([OH:27])[C:24]([OH:29])=[CH:23][C:10]=2[S:11][C:12]=1[C:13]([N:15]1[CH2:16][CH:17]([CH3:22])[O:18][CH:19]([CH3:21])[CH2:20]1)=[O:14].